From a dataset of Catalyst prediction with 721,799 reactions and 888 catalyst types from USPTO. Predict which catalyst facilitates the given reaction. (1) Reactant: [BH4-].[Na+].[CH3:3][S:4]([C:7]1[CH:31]=[CH:30][C:10]2[N:11]([CH:14]3[CH2:19][CH2:18][N:17]([CH2:20][CH2:21][C:22]([C:24]4[CH:29]=[CH:28][CH:27]=[CH:26][CH:25]=4)=[O:23])[CH2:16][CH2:15]3)[CH:12]=[N:13][C:9]=2[CH:8]=1)(=[O:6])=[O:5]. Product: [CH3:3][S:4]([C:7]1[CH:31]=[CH:30][C:10]2[N:11]([CH:14]3[CH2:19][CH2:18][N:17]([CH2:20][CH2:21][CH:22]([C:24]4[CH:29]=[CH:28][CH:27]=[CH:26][CH:25]=4)[OH:23])[CH2:16][CH2:15]3)[CH:12]=[N:13][C:9]=2[CH:8]=1)(=[O:6])=[O:5]. The catalyst class is: 8. (2) Reactant: [O:1]1[C:5]2([CH2:10][CH2:9][CH:8]([N:11]3[C:19]4[CH:18]=[CH:17][N:16]=[C:15]([O:20]C)[C:14]=4[C:13]([C:22]4[CH:23]=[C:24]([C:27]([NH2:29])=[O:28])[S:25][CH:26]=4)=[N:12]3)[CH2:7][CH2:6]2)[O:4][CH2:3][CH2:2]1.[I-].[Na+].Cl[Si](C)(C)C.C(=O)([O-])O.[Na+]. Product: [O:1]1[C:5]2([CH2:10][CH2:9][CH:8]([N:11]3[C:19]4[CH:18]=[CH:17][NH:16][C:15](=[O:20])[C:14]=4[C:13]([C:22]4[CH:23]=[C:24]([C:27]([NH2:29])=[O:28])[S:25][CH:26]=4)=[N:12]3)[CH2:7][CH2:6]2)[O:4][CH2:3][CH2:2]1. The catalyst class is: 10. (3) Reactant: Cl[C:2]([O:4][CH2:5][CH3:6])=[O:3].[N:7]1([C:13]2[CH:18]=[CH:17][CH:16]=[CH:15][C:14]=2[OH:19])[CH2:12][CH2:11][NH:10][CH2:9][CH2:8]1. Product: [OH:19][C:14]1[CH:15]=[CH:16][CH:17]=[CH:18][C:13]=1[N:7]1[CH2:12][CH2:11][N:10]([C:2]([O:4][CH2:5][CH3:6])=[O:3])[CH2:9][CH2:8]1. The catalyst class is: 4. (4) Reactant: [Cl:1][C:2]1[CH:3]=[N:4][CH:5]=[C:6]([Cl:26])[C:7]=1[NH:8][C:9]1[NH:10][C:11]2[C:17]3[CH2:18][C:19]([CH3:22])([CH3:21])[O:20][C:16]=3[C:15]([C:23]([OH:25])=O)=[CH:14][C:12]=2[N:13]=1.F[B-](F)(F)F.N1(OC(N(C)C)=[N+](C)C)C2C=CC=CC=2N=N1.CN1CCOCC1.[F:56][C:57]([F:67])([F:66])[C:58]1[CH:63]=[CH:62][CH:61]=[CH:60][C:59]=1[CH2:64][NH2:65]. Product: [Cl:26][C:6]1[CH:5]=[N:4][CH:3]=[C:2]([Cl:1])[C:7]=1[NH:8][C:9]1[NH:10][C:11]2[C:17]3[CH2:18][C:19]([CH3:22])([CH3:21])[O:20][C:16]=3[C:15]([C:23]([NH:65][CH2:64][C:59]3[CH:60]=[CH:61][CH:62]=[CH:63][C:58]=3[C:57]([F:56])([F:66])[F:67])=[O:25])=[CH:14][C:12]=2[N:13]=1. The catalyst class is: 118.